Task: Regression. Given a peptide amino acid sequence and an MHC pseudo amino acid sequence, predict their binding affinity value. This is MHC class I binding data.. Dataset: Peptide-MHC class I binding affinity with 185,985 pairs from IEDB/IMGT (1) The MHC is HLA-B57:01 with pseudo-sequence HLA-B57:01. The peptide sequence is YAMAIRQAI. The binding affinity (normalized) is 0.426. (2) The peptide sequence is HPTTTYKAF. The MHC is HLA-B07:02 with pseudo-sequence HLA-B07:02. The binding affinity (normalized) is 0.406. (3) The peptide sequence is AYIDNYNKF. The MHC is HLA-B14:02 with pseudo-sequence HLA-B14:02. The binding affinity (normalized) is 0.243. (4) The peptide sequence is MTPGRGLSK. The MHC is HLA-A30:01 with pseudo-sequence HLA-A30:01. The binding affinity (normalized) is 0.454. (5) The peptide sequence is NLEPGTFDL. The MHC is HLA-B40:01 with pseudo-sequence HLA-B40:01. The binding affinity (normalized) is 0.0847. (6) The peptide sequence is RRDYRRGL. The MHC is HLA-A30:02 with pseudo-sequence HLA-A30:02. The binding affinity (normalized) is 0. (7) The peptide sequence is IVFMWAIHH. The MHC is HLA-A02:19 with pseudo-sequence HLA-A02:19. The binding affinity (normalized) is 0.0847.